Dataset: Catalyst prediction with 721,799 reactions and 888 catalyst types from USPTO. Task: Predict which catalyst facilitates the given reaction. (1) Reactant: [Li]CCCC.CCCCCC.Br[C:13]1[S:17][C:16]([C:18]([C:25]2[CH:30]=[CH:29][CH:28]=[C:27]([Cl:31])[CH:26]=2)([O:20][Si:21]([CH3:24])([CH3:23])[CH3:22])[CH3:19])=[CH:15][CH:14]=1.CN([CH:35]=[O:36])C. Product: [Cl:31][C:27]1[CH:26]=[C:25]([C:18]([C:16]2[S:17][C:13]([CH:35]=[O:36])=[CH:14][CH:15]=2)([O:20][Si:21]([CH3:24])([CH3:23])[CH3:22])[CH3:19])[CH:30]=[CH:29][CH:28]=1. The catalyst class is: 1. (2) Reactant: O[C:2]1[CH:3]=[C:4]2[C:8](=[C:9](C)[CH:10]=1)[C:7](=[O:12])[C:6](C)=[CH:5]2.C1N2CN3CN(C2)CN1C3. Product: [C:7]1(=[O:12])[C:8]2[C:4](=[CH:3][CH:2]=[CH:10][CH:9]=2)[CH:5]=[CH:6]1. The catalyst class is: 55.